Predict the reaction yield, written as a fraction of the theoretical maximum amount of product (1.0 means a 100% yield; for example, 0.34 means a 34% yield). From a dataset of Reaction yield outcomes from USPTO patents with 853,638 reactions. (1) The reactants are [NH2:1][C:2]1[C:10]2[C:9]([C:11]3[CH:16]=[CH:15][C:14]([Cl:17])=[C:13]([Cl:18])[CH:12]=3)=[N:8][C:7]([NH:19][C@H:20]3[CH2:24][CH2:23][N:22](C(OC(C)(C)C)=O)[CH2:21]3)=[N:6][C:5]=2[S:4][C:3]=1[C:32](=[O:34])[NH2:33].FC(F)(F)C(O)=O.C(=O)([O-])[O-]. The catalyst is C(Cl)Cl. The product is [NH:22]1[CH2:23][CH2:24][C@H:20]([NH:19][C:7]2[N:8]=[C:9]([C:11]3[CH:16]=[CH:15][C:14]([Cl:17])=[C:13]([Cl:18])[CH:12]=3)[C:10]3[C:2]([NH2:1])=[C:3]([C:32]([NH2:33])=[O:34])[S:4][C:5]=3[N:6]=2)[CH2:21]1. The yield is 0.170. (2) The reactants are [C:1]1(=[O:11])[NH:6][CH2:5][CH2:4][N:3]2[C:7](=[O:10])[CH2:8][CH:9]=[C:2]12.[C:12]1([CH3:19])[CH:17]=[CH:16][C:15](I)=[CH:14][CH:13]=1.C([O-])([O-])=O.[K+].[K+]. The catalyst is CN(C)C=O.[Cu]I. The product is [C:12]1([CH3:19])[CH:17]=[CH:16][C:15]([N:6]2[CH2:5][CH2:4][N:3]3[C:7](=[O:10])[CH2:8][CH2:9][CH:2]3[C:1]2=[O:11])=[CH:14][CH:13]=1. The yield is 0.300. (3) The reactants are [CH3:1][O:2][C:3](=[O:15])[CH:4](P(OCC)(OCC)=O)[CH2:5][CH3:6].[H-].[Na+].[C:18]([O:22][C:23]([C:25]1[S:26][C:27]([CH:30]=O)=[CH:28][CH:29]=1)=[O:24])([CH3:21])([CH3:20])[CH3:19]. The catalyst is O1CCCC1. The product is [C:18]([O:22][C:23]([C:25]1[S:26][C:27](/[CH:30]=[C:4](/[C:3]([O:2][CH3:1])=[O:15])\[CH2:5][CH3:6])=[CH:28][CH:29]=1)=[O:24])([CH3:21])([CH3:20])[CH3:19]. The yield is 0.800. (4) The reactants are [F:1][C:2]1[CH:7]=[CH:6][C:5]([CH:8]2[CH:17]([C:18]3[N:19]([CH3:23])[CH:20]=[CH:21][N:22]=3)[C:16](=O)[C:15]3[C:14]([C:25]([O:27]CC)=O)=[CH:13][CH:12]=[CH:11][C:10]=3[NH:9]2)=[CH:4][CH:3]=1.O.[NH2:31][NH2:32]. The catalyst is CO. The product is [F:1][C:2]1[CH:3]=[CH:4][C:5]([CH:8]2[NH:9][C:10]3[C:15]4[C:16](=[N:31][NH:32][C:25](=[O:27])[C:14]=4[CH:13]=[CH:12][CH:11]=3)[CH:17]2[C:18]2[N:19]([CH3:23])[CH:20]=[CH:21][N:22]=2)=[CH:6][CH:7]=1. The yield is 0.190. (5) The reactants are C[Si](C)(C)[N-][Si](C)(C)C.[Li+].[CH3:11][O:12][C:13](=[O:21])[CH2:14][CH:15]1[CH2:20][CH2:19][CH2:18][CH2:17][CH2:16]1.[CH3:22]I. The catalyst is O1CCCC1.O. The product is [CH:15]1([CH:14]([CH3:22])[C:13]([O:12][CH3:11])=[O:21])[CH2:16][CH2:17][CH2:18][CH2:19][CH2:20]1. The yield is 0.920. (6) The reactants are F[C:2]1[CH:9]=[CH:8][C:7]([N+:10]([O-:12])=[O:11])=[CH:6][C:3]=1[C:4]#[N:5].[CH2:13]([N:20]1[CH2:25][CH2:24][NH:23][CH2:22][CH2:21]1)[C:14]1[CH:19]=[CH:18][CH:17]=[CH:16][CH:15]=1. No catalyst specified. The product is [CH2:13]([N:20]1[CH2:25][CH2:24][N:23]([C:2]2[CH:9]=[CH:8][C:7]([N+:10]([O-:12])=[O:11])=[CH:6][C:3]=2[C:4]#[N:5])[CH2:22][CH2:21]1)[C:14]1[CH:15]=[CH:16][CH:17]=[CH:18][CH:19]=1. The yield is 0.890. (7) The catalyst is C(Cl)Cl. The yield is 0.900. The reactants are C(OC([N:8]1[CH2:12][CH2:11][CH2:10][CH:9]1[CH2:13][O:14][C:15]1[CH:20]=[CH:19][C:18]([C:21]([O:23][CH3:24])=[O:22])=[CH:17][N:16]=1)=O)(C)(C)C.C(O)(C(F)(F)F)=O. The product is [NH:8]1[CH2:12][CH2:11][CH2:10][CH:9]1[CH2:13][O:14][C:15]1[CH:20]=[CH:19][C:18]([C:21]([O:23][CH3:24])=[O:22])=[CH:17][N:16]=1.